Dataset: Catalyst prediction with 721,799 reactions and 888 catalyst types from USPTO. Task: Predict which catalyst facilitates the given reaction. (1) Reactant: CCN(C(C)C)C(C)C.[Cl:10][C:11]1[N:21]=[C:20](Cl)[C:19]([F:23])=[CH:18][C:12]=1[C:13]([O:15][CH2:16][CH3:17])=[O:14].[CH2:24]([S:31]([NH:34][C:35]([CH:37]1[CH2:42][CH2:41][NH:40][CH2:39][CH2:38]1)=[O:36])(=[O:33])=[O:32])[C:25]1[CH:30]=[CH:29][CH:28]=[CH:27][CH:26]=1.N#N. Product: [CH2:24]([S:31]([NH:34][C:35]([CH:37]1[CH2:42][CH2:41][N:40]([C:20]2[C:19]([F:23])=[CH:18][C:12]([C:13]([O:15][CH2:16][CH3:17])=[O:14])=[C:11]([Cl:10])[N:21]=2)[CH2:39][CH2:38]1)=[O:36])(=[O:32])=[O:33])[C:25]1[CH:26]=[CH:27][CH:28]=[CH:29][CH:30]=1. The catalyst class is: 14. (2) Reactant: [OH-].[Na+].[I:3][C:4]1[CH:9]=[CH:8][CH:7]=[CH:6][C:5]=1[CH2:10][N:11]1[N:15]=[C:14]([C:16]([O:18]CC)=[O:17])[CH:13]=[N:12]1. Product: [I:3][C:4]1[CH:9]=[CH:8][CH:7]=[CH:6][C:5]=1[CH2:10][N:11]1[N:15]=[C:14]([C:16]([OH:18])=[O:17])[CH:13]=[N:12]1. The catalyst class is: 40. (3) Reactant: [CH3:1][O:2][C:3]([C:5]1[S:9][CH:8]=[N:7][C:6]=1[NH2:10])=[O:4].[N:11]([O-])=O.[Na+]. Product: [CH3:1][O:2][C:3]([C:5]1[S:9][CH:8]=[N:7][C:6]=1[NH:10][NH2:11])=[O:4]. The catalyst class is: 33.